This data is from Catalyst prediction with 721,799 reactions and 888 catalyst types from USPTO. The task is: Predict which catalyst facilitates the given reaction. (1) Reactant: [Cl:1][C:2]1[CH:3]=[C:4]([C:10]2[C:14]([C:15]([OH:17])=O)=[CH:13][O:12][N:11]=2)[CH:5]=[CH:6][C:7]=1[O:8][CH3:9].C(N(C(C)C)C(C)C)C.CN(C(ON1N=NC2C=CC=CC1=2)=[N+](C)C)C.[B-](F)(F)(F)F.[CH3:49][CH:50]1[NH:54][CH2:53][C:52]([C:56]2[CH:61]=[CH:60][CH:59]=[CH:58][C:57]=2[CH3:62])([OH:55])[CH2:51]1. Product: [Cl:1][C:2]1[CH:3]=[C:4]([C:10]2[C:14]([C:15]([N:54]3[CH:50]([CH3:49])[CH2:51][C:52]([C:56]4[CH:61]=[CH:60][CH:59]=[CH:58][C:57]=4[CH3:62])([OH:55])[CH2:53]3)=[O:17])=[CH:13][O:12][N:11]=2)[CH:5]=[CH:6][C:7]=1[O:8][CH3:9]. The catalyst class is: 3. (2) Reactant: [NH2:1][C:2]1[CH:3]=[C:4]([C:8]2[CH:15]=[CH:14][C:11]([C:12]#[N:13])=[C:10]([Cl:16])[CH:9]=2)[CH:5]=[N:6][CH:7]=1.[O:17]([CH2:24][CH2:25][S:26](Cl)(=[O:28])=[O:27])[C:18]1[CH:23]=[CH:22][CH:21]=[CH:20][CH:19]=1. Product: [Cl:16][C:10]1[CH:9]=[C:8]([C:4]2[CH:3]=[C:2]([NH:1][S:26]([CH2:25][CH2:24][O:17][C:18]3[CH:23]=[CH:22][CH:21]=[CH:20][CH:19]=3)(=[O:28])=[O:27])[CH:7]=[N:6][CH:5]=2)[CH:15]=[CH:14][C:11]=1[C:12]#[N:13]. The catalyst class is: 17. (3) Reactant: [Br:1][C:2]1[CH:3]=[C:4]2[NH:10][N:9]=[CH:8][C:5]2=[N:6][CH:7]=1.[C:11](=O)([O-])[O-].[Cs+].[Cs+].IC. Product: [Br:1][C:2]1[CH:3]=[C:4]2[N:10]([CH3:11])[N:9]=[CH:8][C:5]2=[N:6][CH:7]=1. The catalyst class is: 3. (4) Reactant: [O:1]1[C:5]2[CH:6]=[CH:7][C:8]([CH:10]=O)=[CH:9][C:4]=2[CH2:3][CH2:2]1.[C:12](O[Na])(C)(C)[CH3:13].[C:18]([OH:21])(=[O:20])[CH3:19].O. Product: [O:1]1[C:5]2[CH:6]=[CH:7][C:8](/[CH:10]=[CH:19]/[C:18]([O:21][CH2:12][CH3:13])=[O:20])=[CH:9][C:4]=2[CH2:3][CH2:2]1. The catalyst class is: 11. (5) Reactant: [CH2:1]([O:3][C:4]1[CH:5]=[C:6]2[C:11](=[C:12]3[CH2:16][C:15]([CH3:18])([CH3:17])[O:14][C:13]=13)[C:10]([C:19]1[CH:24]=[CH:23][CH:22]=[CH:21][CH:20]=1)=[N:9][C:8]([CH3:27])([CH2:25][NH2:26])[CH2:7]2)[CH3:2].[OH-].[Na+].[C:30](Cl)(=[O:37])[C:31]1[CH:36]=[CH:35][CH:34]=[CH:33][CH:32]=1.O. Product: [CH2:1]([O:3][C:4]1[CH:5]=[C:6]2[C:11](=[C:12]3[CH2:16][C:15]([CH3:18])([CH3:17])[O:14][C:13]=13)[C:10]([C:19]1[CH:24]=[CH:23][CH:22]=[CH:21][CH:20]=1)=[N:9][C:8]([CH2:25][NH:26][C:30](=[O:37])[C:31]1[CH:36]=[CH:35][CH:34]=[CH:33][CH:32]=1)([CH3:27])[CH2:7]2)[CH3:2]. The catalyst class is: 7. (6) Reactant: [CH3:1][O:2][C:3]1[CH:11]=[C:10]([C:12]([F:15])([F:14])[F:13])[CH:9]=[C:8]([C:16]([F:19])([F:18])[F:17])[C:4]=1[C:5](O)=[O:6].C(Cl)(=O)C([Cl:23])=O. Product: [CH3:1][O:2][C:3]1[CH:11]=[C:10]([C:12]([F:15])([F:14])[F:13])[CH:9]=[C:8]([C:16]([F:19])([F:18])[F:17])[C:4]=1[C:5]([Cl:23])=[O:6]. The catalyst class is: 59. (7) Reactant: [H-].[Na+].[Cl:3][C:4]1[CH:28]=[CH:27][C:7]2[S:8][CH:9]=[C:10]([CH:11]([CH2:25][OH:26])[C:12]([NH:14][C:15]3[CH:24]=[CH:23][C:22]4[C:17](=[CH:18][CH:19]=[CH:20][CH:21]=4)[CH:16]=3)=[O:13])[C:6]=2[CH:5]=1.[S:29](Cl)(=[O:32])(=[O:31])[NH2:30]. Product: [Cl:3][C:4]1[CH:28]=[CH:27][C:7]2[S:8][CH:9]=[C:10]([CH:11]([C:12](=[O:13])[NH:14][C:15]3[CH:24]=[CH:23][C:22]4[C:17](=[CH:18][CH:19]=[CH:20][CH:21]=4)[CH:16]=3)[CH2:25][O:26][S:29](=[O:32])(=[O:31])[NH2:30])[C:6]=2[CH:5]=1. The catalyst class is: 3. (8) Reactant: [CH3:1][O:2][C:3]1[CH:8]=[C:7]([O:9][CH3:10])[CH:6]=[CH:5][C:4]=1[NH:11][C:12]1[O:13][CH2:14][C:15](=[O:22])[C:16]=1[C:17]([O:19][CH2:20][CH3:21])=[O:18].[NH:23]1[C:31]2[C:26](=[CH:27][CH:28]=[CH:29][N:30]=2)[C:25]([CH:32]=O)=[CH:24]1.N1CCCCC1. Product: [NH:23]1[C:31]2=[N:30][CH:29]=[CH:28][CH:27]=[C:26]2[C:25]([CH:32]=[C:14]2[O:13][C:12]([NH:11][C:4]3[CH:5]=[CH:6][C:7]([O:9][CH3:10])=[CH:8][C:3]=3[O:2][CH3:1])=[C:16]([C:17]([O:19][CH2:20][CH3:21])=[O:18])[C:15]2=[O:22])=[CH:24]1. The catalyst class is: 8.